Dataset: Catalyst prediction with 721,799 reactions and 888 catalyst types from USPTO. Task: Predict which catalyst facilitates the given reaction. (1) Reactant: CC(C)([O-])C.[K+].C1(C)C=CC(S([CH2:16][N+:17]#[C-])(=O)=O)=CC=1.[CH2:20]([O:27][C:28]1[C:29]([O:36][CH3:37])=[C:30]([CH:33]=[CH:34][CH:35]=1)[CH:31]=O)[C:21]1[CH:26]=[CH:25][CH:24]=[CH:23][CH:22]=1.CO. Product: [CH2:20]([O:27][C:28]1[C:29]([O:36][CH3:37])=[C:30]([CH2:31][C:16]#[N:17])[CH:33]=[CH:34][CH:35]=1)[C:21]1[CH:26]=[CH:25][CH:24]=[CH:23][CH:22]=1. The catalyst class is: 149. (2) The catalyst class is: 1. Product: [C:1]([O:5][C:6](=[O:48])[CH2:7][CH2:8][CH2:9][CH2:10][CH2:11][CH2:12][CH2:13][CH2:14][CH2:15][CH2:16][CH2:17][CH2:18][CH2:19][CH2:20][CH2:21][CH2:22][NH:23][C:24](=[O:47])[CH2:25][CH2:26][N:27]([C:28]([O:30][C:31]([CH3:34])([CH3:33])[CH3:32])=[O:29])[CH2:35][CH2:36][C:37]([OH:39])=[O:38])([CH3:4])([CH3:2])[CH3:3]. Reactant: [C:1]([O:5][C:6](=[O:48])[CH2:7][CH2:8][CH2:9][CH2:10][CH2:11][CH2:12][CH2:13][CH2:14][CH2:15][CH2:16][CH2:17][CH2:18][CH2:19][CH2:20][CH2:21][CH2:22][NH:23][C:24](=[O:47])[CH2:25][CH2:26][N:27]([CH2:35][CH2:36][C:37]([O:39]CC1C=CC=CC=1)=[O:38])[C:28]([O:30][C:31]([CH3:34])([CH3:33])[CH3:32])=[O:29])([CH3:4])([CH3:3])[CH3:2]. (3) Reactant: [F:1][C:2]1[CH:7]=[CH:6][C:5]([NH:8][C:9]([C:11]2[C:20]3[C:15](=[CH:16][C:17]([CH2:21][C:22]4[CH:27]=[C:26](Cl)[N:25]=[CH:24][N:23]=4)=[CH:18][CH:19]=3)[CH:14]=[CH:13][CH:12]=2)=[O:10])=[CH:4][C:3]=1[C:29]([F:32])([F:31])[F:30].[N-:33]=[N+:34]=[N-:35].[Na+]. Product: [F:1][C:2]1[CH:7]=[CH:6][C:5]([NH:8][C:9]([C:11]2[C:20]3[C:15](=[CH:16][C:17]([CH2:21][C:22]4[CH:27]=[C:26]([N:33]=[N+:34]=[N-:35])[N:25]=[CH:24][N:23]=4)=[CH:18][CH:19]=3)[CH:14]=[CH:13][CH:12]=2)=[O:10])=[CH:4][C:3]=1[C:29]([F:32])([F:31])[F:30]. The catalyst class is: 3. (4) Reactant: [Cl:1][C:2]1[C:7]([CH3:8])=[C:6]([CH2:9]Cl)[CH:5]=[CH:4][N:3]=1.[C:11]([N:14]1[CH2:19][CH2:18][NH:17][CH2:16][CH2:15]1)(=[O:13])[CH3:12]. Product: [Cl:1][C:2]1[C:7]([CH3:8])=[C:6]([CH2:9][N:17]2[CH2:18][CH2:19][N:14]([C:11](=[O:13])[CH3:12])[CH2:15][CH2:16]2)[CH:5]=[CH:4][N:3]=1. The catalyst class is: 16. (5) Reactant: Cl[C:2]1[C:7]([C:8]#[N:9])=[CH:6][CH:5]=[CH:4][N:3]=1.[O:10]1[C:14]2([CH2:19][CH2:18][NH:17][CH2:16][CH2:15]2)[O:13][CH2:12][CH2:11]1. Product: [C:8]([C:7]1[C:2]([N:17]2[CH2:18][CH2:19][C:14]3([O:13][CH2:12][CH2:11][O:10]3)[CH2:15][CH2:16]2)=[N:3][CH:4]=[CH:5][CH:6]=1)#[N:9]. The catalyst class is: 17. (6) The catalyst class is: 25. Product: [ClH:1].[Cl:1][C:2]1[CH:3]=[C:4]([CH2:9][N:10]2[CH:14]=[C:13]([NH:15][C:16]([C:18]3[CH:19]=[C:20]4[C:25](=[CH:26][CH:27]=3)[CH2:24][NH:23][CH2:22][CH2:21]4)=[O:17])[CH:12]=[N:11]2)[CH:5]=[CH:6][C:7]=1[Cl:8]. Reactant: [Cl:1][C:2]1[CH:3]=[C:4]([CH2:9][N:10]2[CH:14]=[C:13]([NH:15][C:16]([C:18]3[CH:19]=[C:20]4[C:25](=[CH:26][CH:27]=3)[CH2:24][N:23](C(OC(C)(C)C)=O)[CH2:22][CH2:21]4)=[O:17])[CH:12]=[N:11]2)[CH:5]=[CH:6][C:7]=1[Cl:8].Cl.